The task is: Predict the product of the given reaction.. This data is from Forward reaction prediction with 1.9M reactions from USPTO patents (1976-2016). (1) The product is: [ClH:35].[F:25][C:26]1[CH:27]=[C:28]([CH:31]=[CH:32][C:33]=1[F:34])[CH2:29][O:1][C:2]1[CH:3]=[CH:4][C:5]([C@H:8]2[CH2:12][C:11]3([CH2:13][CH2:14][NH:15][CH2:16][CH2:17]3)[O:10][CH2:9]2)=[CH:6][CH:7]=1. Given the reactants [OH:1][C:2]1[CH:7]=[CH:6][C:5]([C@H:8]2[CH2:12][C:11]3([CH2:17][CH2:16][N:15](C(OC(C)(C)C)=O)[CH2:14][CH2:13]3)[O:10][CH2:9]2)=[CH:4][CH:3]=1.[F:25][C:26]1[CH:27]=[C:28]([CH:31]=[CH:32][C:33]=1[F:34])[CH2:29]Br.[ClH:35].FC1C=CC(COC2C=CC([C@H]3CC4(CCNCC4)OC3)=CC=2)=CC=1, predict the reaction product. (2) Given the reactants [CH:1]([C:3]1[CH:10]=[CH:9][C:6]([CH2:7]Cl)=[CH:5][CH:4]=1)=[CH2:2].[H-].[Na+].[F:13][C:14]([F:23])([F:22])[CH2:15][CH2:16][CH:17]([C:20]#[N:21])[C:18]#[N:19], predict the reaction product. The product is: [F:13][C:14]([F:22])([F:23])[CH2:15][CH2:16][C:17]([CH2:7][C:6]1[CH:9]=[CH:10][C:3]([CH:1]=[CH2:2])=[CH:4][CH:5]=1)([C:20]#[N:21])[C:18]#[N:19]. (3) Given the reactants C(O)=O.C(N(CC)CC)C.[Br:11][C:12]1[CH:19]=[CH:18][C:15]([CH:16]=O)=[CH:14][C:13]=1[I:20].[CH3:21][C:22]1(C)[O:29]C(=O)CC(=O)[O:23]1, predict the reaction product. The product is: [Br:11][C:12]1[CH:19]=[CH:18][C:15]([CH2:16][CH2:21][C:22]([OH:29])=[O:23])=[CH:14][C:13]=1[I:20].